From a dataset of Catalyst prediction with 721,799 reactions and 888 catalyst types from USPTO. Predict which catalyst facilitates the given reaction. (1) Reactant: [CH3:1][S:2]([NH2:5])(=[O:4])=[O:3].CCN=C=NCCCN(C)C.[C:17]([C:19]1[CH:24]=[C:23]([C:25](O)=[O:26])[CH:22]=[CH:21][C:20]=1[C:28]1[CH:33]=[CH:32][C:31]([C:34]2[S:35][CH:36]=[CH:37][C:38]=2[NH:39][S:40]([CH:43]([CH3:45])[CH3:44])(=[O:42])=[O:41])=[CH:30][CH:29]=1)#[N:18].Cl. Product: [C:17]([C:19]1[CH:24]=[C:23]([C:25]([NH:5][S:2]([CH3:1])(=[O:4])=[O:3])=[O:26])[CH:22]=[CH:21][C:20]=1[C:28]1[CH:29]=[CH:30][C:31]([C:34]2[S:35][CH:36]=[CH:37][C:38]=2[NH:39][S:40]([CH:43]([CH3:45])[CH3:44])(=[O:41])=[O:42])=[CH:32][CH:33]=1)#[N:18]. The catalyst class is: 79. (2) Reactant: [C:1]1(=[O:11])[C:9]2[C:4](=[CH:5][CH:6]=[CH:7][CH:8]=2)[C:3](=[O:10])O1.[NH2:12][C@@H:13]([CH2:16][C:17]1[CH:22]=[CH:21][CH:20]=[CH:19][CH:18]=1)[CH2:14][OH:15]. The catalyst class is: 12. Product: [OH:15][CH2:14][C@@H:13]([N:12]1[C:3](=[O:10])[C:4]2[C:9](=[CH:8][CH:7]=[CH:6][CH:5]=2)[C:1]1=[O:11])[CH2:16][C:17]1[CH:18]=[CH:19][CH:20]=[CH:21][CH:22]=1. (3) Reactant: [CH3:1][C:2]1[CH:7]=[CH:6][N:5]=[CH:4][C:3]=1[N:8]1[CH2:12][CH2:11][NH:10][C:9]1=[O:13].Br[C:15]1[CH:20]=[CH:19][C:18]([C:21]([F:24])([F:23])[F:22])=[CH:17][CH:16]=1.N[C@@H]1CCCC[C@H]1N.P([O-])([O-])([O-])=O.[K+].[K+].[K+]. Product: [CH3:1][C:2]1[CH:7]=[CH:6][N:5]=[CH:4][C:3]=1[N:8]1[CH2:12][CH2:11][N:10]([C:15]2[CH:20]=[CH:19][C:18]([C:21]([F:24])([F:23])[F:22])=[CH:17][CH:16]=2)[C:9]1=[O:13]. The catalyst class is: 246.